From a dataset of Forward reaction prediction with 1.9M reactions from USPTO patents (1976-2016). Predict the product of the given reaction. (1) Given the reactants [CH2:1]([O:3][CH:4]([CH2:10][C:11]1[CH:16]=[CH:15][C:14]([OH:17])=[CH:13][CH:12]=1)[C:5]([O:7]CC)=[O:6])[CH3:2].[OH-].[Na+], predict the reaction product. The product is: [CH2:1]([O:3][C@@H:4]([CH2:10][C:11]1[CH:12]=[CH:13][C:14]([OH:17])=[CH:15][CH:16]=1)[C:5]([OH:7])=[O:6])[CH3:2]. (2) Given the reactants [CH:1]1([NH:6][C:7]2[CH:14]=[C:13]([N:15]3[C:23]4[CH2:22][C:21]([CH3:25])([CH3:24])[CH2:20][C:19](=[O:26])[C:18]=4[C:17]([CH3:27])=[N:16]3)[CH:12]=[C:11]([F:28])[C:8]=2[C:9]#[N:10])[CH2:5][CH2:4][CH2:3][CH2:2]1.[OH-:29].[Na+].OO, predict the reaction product. The product is: [CH:1]1([NH:6][C:7]2[CH:14]=[C:13]([N:15]3[C:23]4[CH2:22][C:21]([CH3:25])([CH3:24])[CH2:20][C:19](=[O:26])[C:18]=4[C:17]([CH3:27])=[N:16]3)[CH:12]=[C:11]([F:28])[C:8]=2[C:9]([NH2:10])=[O:29])[CH2:5][CH2:4][CH2:3][CH2:2]1. (3) Given the reactants C(Cl)(=O)C(Cl)=O.CS(C)=O.[OH:11][CH2:12][CH:13]1[CH2:18][CH:17]([C:19]2[CH:24]=[CH:23][CH:22]=[CH:21][C:20]=2[O:25][CH3:26])[CH2:16][CH2:15][N:14]1[C:27]([O:29][C:30]([CH3:33])([CH3:32])[CH3:31])=[O:28].CCN(CC)CC, predict the reaction product. The product is: [CH:12]([CH:13]1[CH2:18][CH:17]([C:19]2[CH:24]=[CH:23][CH:22]=[CH:21][C:20]=2[O:25][CH3:26])[CH2:16][CH2:15][N:14]1[C:27]([O:29][C:30]([CH3:33])([CH3:32])[CH3:31])=[O:28])=[O:11]. (4) The product is: [CH3:31][C:10]1[S:11][C:12]([C:13]2[CH:18]=[CH:17][N:16]=[C:15]([NH:19][C:20]3[CH:29]=[C:28]4[C:23]([CH2:24][CH2:25][N:26]([CH3:30])[CH2:27]4)=[CH:22][CH:21]=3)[N:14]=2)=[C:8]([C:4]2[CH:3]=[C:2]([NH:1][C:36](=[O:37])[C:35]3[CH:39]=[CH:40][CH:41]=[CH:42][C:34]=3[O:33][CH3:32])[CH:7]=[CH:6][CH:5]=2)[N:9]=1. Given the reactants [NH2:1][C:2]1[CH:3]=[C:4]([C:8]2[N:9]=[C:10]([CH3:31])[S:11][C:12]=2[C:13]2[CH:18]=[CH:17][N:16]=[C:15]([NH:19][C:20]3[CH:29]=[C:28]4[C:23]([CH2:24][CH2:25][N:26]([CH3:30])[CH2:27]4)=[CH:22][CH:21]=3)[N:14]=2)[CH:5]=[CH:6][CH:7]=1.[CH3:32][O:33][C:34]1[CH:42]=[CH:41][CH:40]=[CH:39][C:35]=1[C:36](Cl)=[O:37], predict the reaction product.